Dataset: Full USPTO retrosynthesis dataset with 1.9M reactions from patents (1976-2016). Task: Predict the reactants needed to synthesize the given product. (1) The reactants are: [CH2:1]([C@@H:5]1[NH:10][CH2:9][C@H:8]([CH2:11][CH:12]([CH3:14])[CH3:13])[NH:7][C:6]1=[O:15])[CH:2]([CH3:4])[CH3:3].[F:16][C:17]1[CH:22]=[CH:21][C:20]([C:23]2[O:27][N:26]=[C:25]([CH2:28][C:29](O)=[O:30])[CH:24]=2)=[CH:19][CH:18]=1.C([C@@H]1N(CC2C=C(C3C=CC=CC=3)ON=2)C[C@H](CC(C)C)NC1=O)C(C)C. Given the product [F:16][C:17]1[CH:18]=[CH:19][C:20]([C:23]2[O:27][N:26]=[C:25]([CH2:28][C:29]([N:10]3[CH2:9][C@H:8]([CH2:11][CH:12]([CH3:14])[CH3:13])[NH:7][C:6](=[O:15])[C@@H:5]3[CH2:1][CH:2]([CH3:4])[CH3:3])=[O:30])[CH:24]=2)=[CH:21][CH:22]=1, predict the reactants needed to synthesize it. (2) The reactants are: [CH3:1][O:2][C:3]([CH:5]1[C:10](=[O:11])[CH:9]2[N:12]([C:13]([O:15][C:16]([CH3:19])([CH3:18])[CH3:17])=[O:14])[CH:6]1[CH:7]=[CH:8]2)=[O:4]. Given the product [CH3:1][O:2][C:3]([CH:5]1[C:10](=[O:11])[CH:9]2[N:12]([C:13]([O:15][C:16]([CH3:19])([CH3:18])[CH3:17])=[O:14])[CH:6]1[CH2:7][CH2:8]2)=[O:4], predict the reactants needed to synthesize it. (3) The reactants are: [C:1]([OH:8])(=O)[CH2:2][CH2:3][CH2:4][CH:5]=[CH2:6].[CH:9]([C@@H:12]1[CH2:16][O:15][C:14](=[O:17])[NH:13]1)([CH3:11])[CH3:10].C1CCC(N=C=NC2CCCCC2)CC1. Given the product [C:1]([N:13]1[C@H:12]([CH:9]([CH3:11])[CH3:10])[CH2:16][O:15][C:14]1=[O:17])(=[O:8])[CH2:2][CH2:3][CH2:4][CH:5]=[CH2:6], predict the reactants needed to synthesize it. (4) Given the product [F:1][C:2]1[CH:7]=[CH:6][C:5]([F:8])=[CH:4][C:3]=1[C:9]1[CH2:10][CH2:11][NH:12][CH:13]([C:15]2[CH:20]=[CH:19][CH:18]=[C:17]([O:21][CH3:22])[CH:16]=2)[CH:14]=1, predict the reactants needed to synthesize it. The reactants are: [F:1][C:2]1[CH:7]=[CH:6][C:5]([F:8])=[CH:4][C:3]=1[C:9]1[CH2:10][CH2:11][N:12](C(OCC2C=CC=CC=2)=O)[CH:13]([C:15]2[CH:20]=[CH:19][CH:18]=[C:17]([O:21][CH3:22])[CH:16]=2)[CH:14]=1.B(Br)(Br)Br.